Dataset: CYP2D6 inhibition data for predicting drug metabolism from PubChem BioAssay. Task: Regression/Classification. Given a drug SMILES string, predict its absorption, distribution, metabolism, or excretion properties. Task type varies by dataset: regression for continuous measurements (e.g., permeability, clearance, half-life) or binary classification for categorical outcomes (e.g., BBB penetration, CYP inhibition). Dataset: cyp2d6_veith. (1) The compound is CCOC(=O)N1CCN(C(=O)Cc2ccsc2)CC1. The result is 0 (non-inhibitor). (2) The molecule is O=C(C1CCN(S(=O)(=O)c2cccc3nsnc23)CC1)N1CCCc2ccccc21. The result is 0 (non-inhibitor). (3) The compound is Cl.OC(COCC1COc2ccccc2O1)CN1CCc2ccccc2C1. The result is 1 (inhibitor). (4) The molecule is CCCCC(=O)Nc1cc(OCC)c(NC(=O)c2ccccc2[N+](=O)[O-])cc1OCC. The result is 0 (non-inhibitor). (5) The molecule is O=C(NNc1cccc(Cl)n1)Nc1ccccc1Cl. The result is 0 (non-inhibitor). (6) The compound is CN1CCN(c2nc(-c3cccc(NS(C)(=O)=O)c3)nc3ccccc23)CC1. The result is 1 (inhibitor). (7) The drug is CCOC(=O)c1[nH]c2cc3c(cc2c1NC(=O)CN1CCc2ccccc2C1)OCO3. The result is 1 (inhibitor).